From a dataset of Forward reaction prediction with 1.9M reactions from USPTO patents (1976-2016). Predict the product of the given reaction. Given the reactants [NH2:1][C:2]1[NH:3][C:4](=[S:16])[C:5]([C:14]#[N:15])=[C:6]([C:8]2[CH:13]=[CH:12][CH:11]=[CH:10][CH:9]=2)[N:7]=1.[CH2:17](Br)[CH3:18].CC[O-].[Na+], predict the reaction product. The product is: [NH2:1][C:2]1[N:3]=[C:4]([S:16][CH2:17][CH3:18])[C:5]([C:14]#[N:15])=[C:6]([C:8]2[CH:13]=[CH:12][CH:11]=[CH:10][CH:9]=2)[N:7]=1.